This data is from Forward reaction prediction with 1.9M reactions from USPTO patents (1976-2016). The task is: Predict the product of the given reaction. Given the reactants [F:1][C:2]1[C:9]([F:10])=[C:8]([O:11][Si](C(C)C)(C(C)C)C(C)C)[CH:7]=[CH:6][C:3]=1[CH:4]=[O:5].[F-].[CH2:23]([N+](CCCC)(CCCC)CCCC)CCC.Cl, predict the reaction product. The product is: [F:1][C:2]1[C:9]([F:10])=[C:8]([O:11][CH3:23])[CH:7]=[CH:6][C:3]=1[CH:4]=[O:5].